Regression. Given a peptide amino acid sequence and an MHC pseudo amino acid sequence, predict their binding affinity value. This is MHC class II binding data. From a dataset of Peptide-MHC class II binding affinity with 134,281 pairs from IEDB. (1) The peptide sequence is FVNQHLCGSHLVEAL. The MHC is DRB1_0701 with pseudo-sequence DRB1_0701. The binding affinity (normalized) is 0.162. (2) The peptide sequence is SRAEVSYVHVNGAKF. The MHC is DRB3_0101 with pseudo-sequence DRB3_0101. The binding affinity (normalized) is 0.623. (3) The peptide sequence is AAVDKDAVIVAAAGN. The MHC is HLA-DQA10301-DQB10302 with pseudo-sequence HLA-DQA10301-DQB10302. The binding affinity (normalized) is 0.209. (4) The peptide sequence is GELQIVDKQDAAFKI. The MHC is DRB1_0101 with pseudo-sequence DRB1_0101. The binding affinity (normalized) is 0.424. (5) The peptide sequence is FFLFNILTGKKITAH. The MHC is H-2-IAb with pseudo-sequence H-2-IAb. The binding affinity (normalized) is 0.